From a dataset of Forward reaction prediction with 1.9M reactions from USPTO patents (1976-2016). Predict the product of the given reaction. Given the reactants C(OC([N:11]1[CH2:16][CH2:15][N:14]([C:17]([CH:19]2[CH2:24][CH2:23][N:22]([C:25]3[C:30]([Cl:31])=[CH:29][N:28]=[CH:27][C:26]=3[Cl:32])[CH2:21][CH2:20]2)=[O:18])[CH2:13][CH2:12]1)=O)C1C=CC=CC=1.C[Si](I)(C)C, predict the reaction product. The product is: [Cl:31][C:30]1[CH:29]=[N:28][CH:27]=[C:26]([Cl:32])[C:25]=1[N:22]1[CH2:21][CH2:20][CH:19]([C:17]([N:14]2[CH2:15][CH2:16][NH:11][CH2:12][CH2:13]2)=[O:18])[CH2:24][CH2:23]1.